Dataset: Peptide-MHC class II binding affinity with 134,281 pairs from IEDB. Task: Regression. Given a peptide amino acid sequence and an MHC pseudo amino acid sequence, predict their binding affinity value. This is MHC class II binding data. (1) The peptide sequence is GDSYYYSEPTSENNA. The MHC is HLA-DQA10201-DQB10303 with pseudo-sequence HLA-DQA10201-DQB10303. The binding affinity (normalized) is 0.212. (2) The binding affinity (normalized) is 0.657. The MHC is DRB1_0701 with pseudo-sequence DRB1_0701. The peptide sequence is EKKYFAATYFEPLAA. (3) The peptide sequence is AVPWYAVAFNAIVAA. The MHC is DRB1_0301 with pseudo-sequence DRB1_0301. The binding affinity (normalized) is 0.295. (4) The peptide sequence is KKKGTMRASALILIEAG. The MHC is DRB1_0301 with pseudo-sequence DRB1_0301. The binding affinity (normalized) is 0.483. (5) The peptide sequence is IHLVIHRIRTLIGQEHHHHHH. The MHC is DRB1_0701 with pseudo-sequence DRB1_0701. The binding affinity (normalized) is 0.677. (6) The peptide sequence is NIRQAGVQYSR. The MHC is DRB1_0405 with pseudo-sequence DRB1_0405. The binding affinity (normalized) is 0.647. (7) The peptide sequence is AFILDGPNLFPKV. The MHC is DRB1_0401 with pseudo-sequence DRB1_0401. The binding affinity (normalized) is 0.646. (8) The peptide sequence is KIDAAFKVAATAAAT. The MHC is DRB1_0802 with pseudo-sequence DRB1_0802. The binding affinity (normalized) is 0.866.